Dataset: Full USPTO retrosynthesis dataset with 1.9M reactions from patents (1976-2016). Task: Predict the reactants needed to synthesize the given product. (1) Given the product [ClH:2].[ClH:1].[CH2:20]([C:22]1[C:31]2[C:26](=[CH:27][C:28]([O:34][CH3:35])=[C:29]([O:32][CH3:33])[CH:30]=2)[C:25]([CH2:3][C:4]2[C:5]([NH:16][CH:17]([CH3:19])[CH3:18])=[N:6][C:7]3[C:12]([CH:13]=2)=[CH:11][C:10]([O:14][CH3:15])=[CH:9][CH:8]=3)=[C:24]([OH:36])[N:23]=1)[CH3:21], predict the reactants needed to synthesize it. The reactants are: [ClH:1].[Cl:2][CH2:3][C:4]1[C:5]([NH:16][CH:17]([CH3:19])[CH3:18])=[N:6][C:7]2[C:12]([CH:13]=1)=[CH:11][C:10]([O:14][CH3:15])=[CH:9][CH:8]=2.[CH2:20]([C:22]1[C:31]2[C:26](=[CH:27][C:28]([O:34][CH3:35])=[C:29]([O:32][CH3:33])[CH:30]=2)[CH:25]=[C:24]([OH:36])[N:23]=1)[CH3:21].[Li+].[OH-]. (2) Given the product [CH3:5][C:3]1[CH2:4][CH2:8][CH:7]([CH2:6][OH:9])[CH2:1][CH:2]=1, predict the reactants needed to synthesize it. The reactants are: [CH2:1]=[CH:2][C:3](=[CH2:5])[CH3:4].[C:6](OC)(=[O:9])[CH:7]=[CH2:8]. (3) Given the product [OH:10][C:9]1[N:11]=[C:4]([C:3]([OH:13])=[O:12])[CH:5]=[C:6]([OH:7])[N:8]=1, predict the reactants needed to synthesize it. The reactants are: O.[Li+].[C:3]([O-:13])(=[O:12])[C:4]1[NH:11][C:9](=[O:10])[NH:8][C:6](=[O:7])[CH:5]=1.Cl. (4) Given the product [CH2:1]([N:8]1[CH2:13][CH2:12][C:11]([CH3:22])([C:14]2[CH:19]=[CH:18][CH:17]=[C:16]([CH2:20][CH2:21][OH:29])[CH:15]=2)[CH:10]([CH3:23])[CH2:9]1)[CH2:2][CH2:3][CH2:4][CH2:5][CH3:6], predict the reactants needed to synthesize it. The reactants are: [C:1]([N:8]1[CH2:13][CH2:12][C:11]([CH3:22])([C:14]2[CH:19]=[CH:18][CH:17]=[C:16]([CH:20]=[CH2:21])[CH:15]=2)[CH:10]([CH3:23])[CH2:9]1)(=O)[CH2:2][CH2:3][CH2:4][CH2:5][CH3:6].B.C[N+]([O-:29])(C)C.[Cl-].[Na+]. (5) Given the product [NH3:4].[CH3:15][O:14][CH:13]([O:16][CH3:17])[CH2:12][NH:4][CH2:3][CH2:1][OH:2], predict the reactants needed to synthesize it. The reactants are: [CH2:1]([CH2:3][NH2:4])[OH:2].C(=O)([O-])[O-].[K+].[K+].Br[CH2:12][CH:13]([O:16][CH3:17])[O:14][CH3:15]. (6) Given the product [ClH:10].[CH:5]12[NH:8][CH:1]([CH2:7][CH2:6]1)[CH2:2][CH2:3][CH2:4]2, predict the reactants needed to synthesize it. The reactants are: [C@@H:1]12[N:8](C)[C@@H:5]([CH2:6][CH2:7]1)[CH2:4][CH2:3][CH2:2]2.[Cl:10]C(OC(Cl)C)=O.C1(C)C=CC=CC=1.